From a dataset of Forward reaction prediction with 1.9M reactions from USPTO patents (1976-2016). Predict the product of the given reaction. The product is: [CH3:19][O:20][CH2:21][C:13]1[O:12][C:11]([S:10][CH2:9][CH2:8][C:7]([F:6])=[C:16]([F:17])[F:18])=[N:15][CH:14]=1. Given the reactants C([Li])CCC.[F:6][C:7](=[C:16]([F:18])[F:17])[CH2:8][CH2:9][S:10][C:11]1[O:12][CH:13]=[CH:14][N:15]=1.[CH3:19][O:20][CH2:21]Br.[Cl-].[NH4+], predict the reaction product.